Predict which catalyst facilitates the given reaction. From a dataset of Catalyst prediction with 721,799 reactions and 888 catalyst types from USPTO. (1) Reactant: [CH3:1][CH2:2][O:3][C:4](/[C:6](/Cl)=[N:7]\[OH:8])=[O:5].[CH3:10][CH:11]([CH3:16])[CH:12]([OH:15])[C:13]#[CH:14].CCN(CC)CC. Product: [OH:15][CH:12]([C:13]1[O:8][N:7]=[C:6]([C:4]([O:3][CH2:2][CH3:1])=[O:5])[CH:14]=1)[CH:11]([CH3:16])[CH3:10]. The catalyst class is: 260. (2) Reactant: [NH2:1][C:2]1[CH:3]=[N:4][CH:5]=[CH:6][C:7]=1[OH:8].Cl[CH2:10][C:11](Cl)=[O:12].C(=O)([O-])[O-].[K+].[K+].O. Product: [O:8]1[CH2:10][C:11](=[O:12])[NH:1][C:2]2[CH:3]=[N:4][CH:5]=[CH:6][C:7]1=2. The catalyst class is: 9. (3) Reactant: [F:1][C:2]1[CH:9]=[C:8]([F:10])[CH:7]=[CH:6][C:3]=1[CH2:4]Br.[CH2:11]([O:13][C:14](=[O:35])[C:15]1[CH:20]=[C:19]([N:21]2[C:25](C)=[CH:24][CH:23]=[C:22]2[C:27]2[CH:32]=[C:31]([Cl:33])[CH:30]=[CH:29][C:28]=2[OH:34])[CH:18]=[N:17][CH:16]=1)[CH3:12].[C:36]([O-])([O-])=O.[K+].[K+]. Product: [CH2:11]([O:13][C:14](=[O:35])[C:15]1[CH:20]=[C:19]([N:21]2[CH:25]=[CH:24][C:23]([CH3:36])=[C:22]2[C:27]2[CH:32]=[C:31]([Cl:33])[CH:30]=[CH:29][C:28]=2[O:34][CH2:4][C:3]2[CH:6]=[CH:7][C:8]([F:10])=[CH:9][C:2]=2[F:1])[CH:18]=[N:17][CH:16]=1)[CH3:12]. The catalyst class is: 31. (4) The catalyst class is: 22. Product: [CH3:22][O:21][C:16]1[CH:15]=[C:14]([O:23][CH3:24])[CH:13]=[C:12]2[C:17]=1[C:18](=[O:20])[NH:19][C:10]([C:3]1[CH:4]=[CH:5][C:6]([O:8][CH3:9])=[CH:7][C:2]=1[S:32][CH:29]1[CH2:30][CH2:31][N:26]([CH3:25])[CH2:27][CH2:28]1)=[N:11]2. Reactant: F[C:2]1[CH:7]=[C:6]([O:8][CH3:9])[CH:5]=[CH:4][C:3]=1[C:10]1[NH:19][C:18](=[O:20])[C:17]2[C:12](=[CH:13][C:14]([O:23][CH3:24])=[CH:15][C:16]=2[O:21][CH3:22])[N:11]=1.[CH3:25][N:26]1[CH2:31][CH2:30][CH:29]([SH:32])[CH2:28][CH2:27]1.C([O-])([O-])=O.[K+].[K+].CS(C)=O. (5) Reactant: [Cl:1][C:2]1[C:3]([C:34]2[S:38][C:37]([C:39]3([O:43]COC)[CH2:42][CH2:41][CH2:40]3)=[N:36][CH:35]=2)=[C:4]2[CH:10]=[C:9]([C:11]3[CH:12]=[N:13][N:14]([CH2:16][CH2:17][N:18]4[CH2:23][CH2:22][O:21][CH2:20][CH2:19]4)[CH:15]=3)[N:8]([S:24]([C:27]3[CH:33]=[CH:32][C:30]([CH3:31])=[CH:29][CH:28]=3)(=[O:26])=[O:25])[C:5]2=[N:6][CH:7]=1. Product: [Cl:1][C:2]1[C:3]([C:34]2[S:38][C:37]([C:39]3([OH:43])[CH2:40][CH2:41][CH2:42]3)=[N:36][CH:35]=2)=[C:4]2[CH:10]=[C:9]([C:11]3[CH:12]=[N:13][N:14]([CH2:16][CH2:17][N:18]4[CH2:19][CH2:20][O:21][CH2:22][CH2:23]4)[CH:15]=3)[N:8]([S:24]([C:27]3[CH:28]=[CH:29][C:30]([CH3:31])=[CH:32][CH:33]=3)(=[O:26])=[O:25])[C:5]2=[N:6][CH:7]=1. The catalyst class is: 240. (6) The catalyst class is: 14. Product: [O:42]1[CH2:43][CH2:44][N:39]([CH2:27][C:10]2[CH:9]=[C:8]([N:7]([CH2:6][O:5][CH2:4][CH2:3][Si:2]([CH3:1])([CH3:37])[CH3:38])[CH2:29][O:30][CH2:31][CH2:32][Si:33]([CH3:35])([CH3:34])[CH3:36])[N:13]3[N:14]=[CH:15][C:16]([C:17]4[CH:18]=[N:19][C:20]5[C:25]([CH:26]=4)=[CH:24][CH:23]=[CH:22][CH:21]=5)=[C:12]3[N:11]=2)[CH2:40][CH2:41]1. Reactant: [CH3:1][Si:2]([CH3:38])([CH3:37])[CH2:3][CH2:4][O:5][CH2:6][N:7]([CH2:29][O:30][CH2:31][CH2:32][Si:33]([CH3:36])([CH3:35])[CH3:34])[C:8]1[N:13]2[N:14]=[CH:15][C:16]([C:17]3[CH:18]=[N:19][C:20]4[C:25]([CH:26]=3)=[CH:24][CH:23]=[CH:22][CH:21]=4)=[C:12]2[N:11]=[C:10]([CH:27]=O)[CH:9]=1.[NH:39]1[CH2:44][CH2:43][O:42][CH2:41][CH2:40]1.CC(O)=O.[BH3-]C#N.[Na+]. (7) Reactant: Cl[CH2:2][C:3]([C:5]1[CH:6]=[C:7]2[C:12](=[CH:13][CH:14]=1)[NH:11][C:10](=[O:15])[CH2:9][CH2:8]2)=[O:4].[S:16]1[CH:20]=[CH:19][CH:18]=[C:17]1[C:21]1[CH2:26][CH2:25][NH:24][CH2:23][CH:22]=1.C(N(CC)CC)C.O. Product: [S:16]1[CH:20]=[CH:19][CH:18]=[C:17]1[C:21]1[CH2:26][CH2:25][N:24]([CH2:2][C:3]([C:5]2[CH:6]=[C:7]3[C:12](=[CH:13][CH:14]=2)[NH:11][C:10](=[O:15])[CH2:9][CH2:8]3)=[O:4])[CH2:23][CH:22]=1. The catalyst class is: 3. (8) Reactant: [C:1]([O:7][CH3:8])(=[O:6])[CH2:2][C:3]([CH3:5])=[O:4].[Cl:9][C:10]1[CH:15]=[CH:14][C:13]([CH:16](O)[CH3:17])=[CH:12][CH:11]=1. Product: [C:3]([CH:2]([CH:16]([C:13]1[CH:14]=[CH:15][C:10]([Cl:9])=[CH:11][CH:12]=1)[CH3:17])[C:1]([O:7][CH3:8])=[O:6])(=[O:4])[CH3:5]. The catalyst class is: 2. (9) Reactant: [CH3:1][C:2]1[CH:7]=[CH:6][C:5]([S:8]([NH:11][C:12]2[N:17]=[CH:16][C:15]([O:18][C:19]3[CH:20]=[C:21]([NH:25][C:26](=[O:37])[C:27]4[CH:32]=[CH:31][CH:30]=[C:29]([C:33]([F:36])([F:35])[F:34])[CH:28]=4)[CH:22]=[CH:23][CH:24]=3)=[CH:14][CH:13]=2)(=[O:10])=[O:9])=[CH:4][CH:3]=1.C(N(C(C)C)C(C)C)C.I[CH2:48][C:49]([NH2:51])=[O:50].O. Product: [NH2:51][C:49](=[O:50])[CH2:48][N:17]1[C:12](=[N:11][S:8]([C:5]2[CH:6]=[CH:7][C:2]([CH3:1])=[CH:3][CH:4]=2)(=[O:10])=[O:9])[CH:13]=[CH:14][C:15]([O:18][C:19]2[CH:20]=[C:21]([NH:25][C:26](=[O:37])[C:27]3[CH:32]=[CH:31][CH:30]=[C:29]([C:33]([F:35])([F:36])[F:34])[CH:28]=3)[CH:22]=[CH:23][CH:24]=2)=[CH:16]1. The catalyst class is: 9.